Predict the reactants needed to synthesize the given product. From a dataset of Full USPTO retrosynthesis dataset with 1.9M reactions from patents (1976-2016). (1) Given the product [CH3:1][C:2]1([CH3:27])[C:10]2[CH:11]=[CH:12][C:13]([C:21]3[CH:26]=[CH:25][CH:24]=[CH:23][CH:22]=3)=[C:14]3[C:9]=2[N:8]2[C:7](=[N:6][CH:5]=[C:4]2[CH2:3]1)[C:20]1[CH:19]=[CH:18][CH:17]=[CH:16][C:15]=13, predict the reactants needed to synthesize it. The reactants are: [CH3:1][C:2]([CH3:27])=[CH:3][C:4]1[N:8]2[C:9]3[CH:10]=[CH:11][CH:12]=[C:13]([C:21]4[CH:26]=[CH:25][CH:24]=[CH:23][CH:22]=4)[C:14]=3[C:15]3[CH:16]=[CH:17][CH:18]=[CH:19][C:20]=3[C:7]2=[N:6][CH:5]=1.[Cl-].[Cl-].[Cl-].[Al+3]. (2) Given the product [NH2:13][C@@H:10]([CH2:11][CH3:12])[C@H:9]([C:6]1[CH:7]=[CH:8][C:3]([O:2][CH3:1])=[CH:4][CH:5]=1)[OH:16], predict the reactants needed to synthesize it. The reactants are: [CH3:1][O:2][C:3]1[CH:8]=[CH:7][C:6]([C@H:9]([OH:16])[C@@H:10]([N+:13]([O-])=O)[CH2:11][CH3:12])=[CH:5][CH:4]=1. (3) The reactants are: [C:1]([O:5][C:6]([N:8]1[CH2:12][CH:11]([F:13])[CH2:10][CH:9]1[C:14](O)=[O:15])=[O:7])([CH3:4])([CH3:3])[CH3:2].B.C1COCC1. Given the product [C:1]([O:5][C:6]([N:8]1[CH2:12][CH:11]([F:13])[CH2:10][CH:9]1[CH2:14][OH:15])=[O:7])([CH3:4])([CH3:3])[CH3:2], predict the reactants needed to synthesize it. (4) Given the product [F:32][C:33]1[CH:42]=[CH:41][C:40]([O:43][CH2:44][CH2:45][CH3:46])=[C:39]2[C:34]=1[C:35](=[O:58])[C:36]([C:51]1[CH:52]=[CH:53][C:54]([OH:57])=[CH:55][CH:56]=1)=[CH:37][N:38]2[CH2:47][C:48]([NH:1][CH2:2][CH2:3][N:4]1[CH2:9][CH2:8][O:7][CH2:6][CH2:5]1)=[O:49], predict the reactants needed to synthesize it. The reactants are: [NH2:1][CH2:2][CH2:3][N:4]1[CH2:9][CH2:8][O:7][CH2:6][CH2:5]1.Cl.CN(C)CCCN=C=NCC.ON1C2C=CC=CC=2N=N1.[F:32][C:33]1[CH:42]=[CH:41][C:40]([O:43][CH2:44][CH2:45][CH3:46])=[C:39]2[C:34]=1[C:35](=[O:58])[C:36]([C:51]1[CH:56]=[CH:55][C:54]([OH:57])=[CH:53][CH:52]=1)=[CH:37][N:38]2[CH2:47][C:48](O)=[O:49].